Dataset: Reaction yield outcomes from USPTO patents with 853,638 reactions. Task: Predict the reaction yield, written as a fraction of the theoretical maximum amount of product (1.0 means a 100% yield; for example, 0.34 means a 34% yield). (1) The reactants are [C:1]([N:8]1[CH2:13][CH2:12][NH:11][CH2:10][CH2:9]1)([O:3][C:4]([CH3:7])([CH3:6])[CH3:5])=[O:2].Cl[C:15]1[CH:22]=[CH:21][C:20]([C:23]([F:26])([F:25])[F:24])=[CH:19][C:16]=1[C:17]#[N:18]. No catalyst specified. The product is [C:4]([O:3][C:1]([N:8]1[CH2:9][CH2:10][N:11]([C:15]2[CH:22]=[CH:21][C:20]([C:23]([F:26])([F:25])[F:24])=[CH:19][C:16]=2[C:17]#[N:18])[CH2:12][CH2:13]1)=[O:2])([CH3:7])([CH3:6])[CH3:5]. The yield is 0.150. (2) The reactants are FC(F)(F)C(O)=O.C([O:15][C:16]1[CH:17]=[C:18]([CH:39]=[CH:40][CH:41]=1)[O:19][C:20]1[S:24][C:23]([CH2:25][NH:26][C:27]([C:29]2[CH:30]=[C:31]3[C:36](=[CH:37][CH:38]=2)[N:35]=[CH:34][CH:33]=[CH:32]3)=[O:28])=[CH:22][CH:21]=1)C1C=CC=CC=1.C(=O)(O)[O-].[Na+]. The catalyst is C1(SC)C=CC=CC=1. The product is [OH:15][C:16]1[CH:17]=[C:18]([CH:39]=[CH:40][CH:41]=1)[O:19][C:20]1[S:24][C:23]([CH2:25][NH:26][C:27]([C:29]2[CH:30]=[C:31]3[C:36](=[CH:37][CH:38]=2)[N:35]=[CH:34][CH:33]=[CH:32]3)=[O:28])=[CH:22][CH:21]=1. The yield is 0.800. (3) The reactants are [N:1]([CH2:4][CH2:5][CH2:6][CH2:7][CH2:8][CH2:9][CH3:10])=[N+:2]=[N-:3].[C:11]1([C:17]#[CH:18])[CH:16]=[CH:15][CH:14]=[CH:13][CH:12]=1. No catalyst specified. The product is [CH2:4]([N:1]1[CH:18]=[C:17]([C:11]2[CH:16]=[CH:15][CH:14]=[CH:13][CH:12]=2)[N:3]=[N:2]1)[CH2:5][CH2:6][CH2:7][CH2:8][CH2:9][CH3:10]. The yield is 0.930.